From a dataset of Forward reaction prediction with 1.9M reactions from USPTO patents (1976-2016). Predict the product of the given reaction. (1) Given the reactants CN(C)C=O.[CH3:6][C@@:7]1([CH2:10][N:11]2[CH:15]=[C:14]([N+:16]([O-:18])=[O:17])[N:13]=[C:12]2[S:19]([C:22]2[CH:27]=[CH:26][C:25]([N+:28]([O-:30])=[O:29])=[CH:24][CH:23]=2)(=[O:21])=[O:20])[CH2:9][O:8]1.[N:31]1([C:37]([O:39][CH2:40][CH:41]=[CH:42][C:43]2[CH:48]=[CH:47][C:46]([C:49]([F:52])([F:51])[F:50])=[CH:45][CH:44]=2)=[O:38])[CH2:36][CH2:35][NH:34][CH2:33][CH2:32]1.O, predict the reaction product. The product is: [N+:16]([C:14]1[N:13]=[C:12]([S:19]([C:22]2[CH:23]=[CH:24][C:25]([N+:28]([O-:30])=[O:29])=[CH:26][CH:27]=2)(=[O:21])=[O:20])[N:11]([CH2:10][C@:7]([OH:8])([CH3:6])[CH2:9][N:34]2[CH2:33][CH2:32][N:31]([C:37]([O:39][CH2:40][CH:41]=[CH:42][C:43]3[CH:48]=[CH:47][C:46]([C:49]([F:51])([F:52])[F:50])=[CH:45][CH:44]=3)=[O:38])[CH2:36][CH2:35]2)[CH:15]=1)([O-:18])=[O:17]. (2) Given the reactants [N:1]1([C:7]2[N:8]=[C:9]([CH2:14][C:15]([O-:17])=O)[NH:10][C:11](=[O:13])[CH:12]=2)[CH2:6][CH2:5][O:4][CH2:3][CH2:2]1.[Na+].[NH2:19][C:20]1[CH:21]=[C:22]([CH2:26][CH2:27][NH:28][C:29](=[O:35])[O:30][C:31]([CH3:34])([CH3:33])[CH3:32])[CH:23]=[CH:24][CH:25]=1, predict the reaction product. The product is: [N:1]1([C:7]2[N:8]=[C:9]([CH2:14][C:15]([NH:19][C:20]3[CH:21]=[C:22]([CH2:26][CH2:27][NH:28][C:29](=[O:35])[O:30][C:31]([CH3:33])([CH3:32])[CH3:34])[CH:23]=[CH:24][CH:25]=3)=[O:17])[NH:10][C:11](=[O:13])[CH:12]=2)[CH2:2][CH2:3][O:4][CH2:5][CH2:6]1. (3) Given the reactants [CH3:1][C:2]1[N:3]=[C:4]2[N:8]([C:9]=1[C:10]([O:12][CH2:13][CH3:14])=[O:11])[CH:7]=[CH:6][S:5]2.N(C(C)(C)C#N)=NC(C)(C)C#N.[Br:27]N1C(=O)CCC1=O, predict the reaction product. The product is: [Br:27][CH2:1][C:2]1[N:3]=[C:4]2[N:8]([C:9]=1[C:10]([O:12][CH2:13][CH3:14])=[O:11])[CH:7]=[CH:6][S:5]2. (4) The product is: [Cl:1][C:2]1[CH:3]=[C:4](/[CH:5]=[CH:6]/[C:7]([N:21]2[CH2:22][CH:16]([CH3:15])[C:17](=[O:23])[NH:18][CH2:19][CH2:20]2)=[O:9])[CH:10]=[CH:11][C:12]=1[Cl:13]. Given the reactants [Cl:1][C:2]1[CH:3]=[C:4]([CH:10]=[CH:11][C:12]=1[Cl:13])/[CH:5]=[CH:6]/[C:7]([OH:9])=O.Cl.[CH3:15][CH:16]1[CH2:22][NH:21][CH2:20][CH2:19][NH:18][C:17]1=[O:23], predict the reaction product. (5) Given the reactants NC1(C2C=CC(C3C(=O)C4C(=CC=C(F)C=4)OC=3C3C=CC=CC=3)=CC=2)CCC1.C(OC(=O)[NH:36][C:37]1([C:41]2[CH:46]=[CH:45][C:44]([C:47]3[C:56](=[O:57])[C:55]4[C:50](=[C:51]([O:58][CH3:59])[CH:52]=[CH:53][CH:54]=4)[O:49][C:48]=3[C:60]3[CH:65]=[CH:64][CH:63]=[CH:62][CH:61]=3)=[CH:43][CH:42]=2)[CH2:40][CH2:39][CH2:38]1)(C)(C)C, predict the reaction product. The product is: [NH2:36][C:37]1([C:41]2[CH:42]=[CH:43][C:44]([C:47]3[C:56](=[O:57])[C:55]4[C:50](=[C:51]([O:58][CH3:59])[CH:52]=[CH:53][CH:54]=4)[O:49][C:48]=3[C:60]3[CH:65]=[CH:64][CH:63]=[CH:62][CH:61]=3)=[CH:45][CH:46]=2)[CH2:38][CH2:39][CH2:40]1.